From a dataset of NCI-60 drug combinations with 297,098 pairs across 59 cell lines. Regression. Given two drug SMILES strings and cell line genomic features, predict the synergy score measuring deviation from expected non-interaction effect. (1) Drug 1: CC1CCC2CC(C(=CC=CC=CC(CC(C(=O)C(C(C(=CC(C(=O)CC(OC(=O)C3CCCCN3C(=O)C(=O)C1(O2)O)C(C)CC4CCC(C(C4)OC)OCCO)C)C)O)OC)C)C)C)OC. Drug 2: C1C(C(OC1N2C=NC3=C2NC=NCC3O)CO)O. Cell line: OVCAR-8. Synergy scores: CSS=4.16, Synergy_ZIP=0.154, Synergy_Bliss=2.47, Synergy_Loewe=4.05, Synergy_HSA=1.49. (2) Drug 1: CCCS(=O)(=O)NC1=C(C(=C(C=C1)F)C(=O)C2=CNC3=C2C=C(C=N3)C4=CC=C(C=C4)Cl)F. Drug 2: CNC(=O)C1=NC=CC(=C1)OC2=CC=C(C=C2)NC(=O)NC3=CC(=C(C=C3)Cl)C(F)(F)F. Cell line: MDA-MB-231. Synergy scores: CSS=51.1, Synergy_ZIP=-0.532, Synergy_Bliss=-1.21, Synergy_Loewe=-16.5, Synergy_HSA=-2.65. (3) Drug 1: C1=CC=C(C=C1)NC(=O)CCCCCCC(=O)NO. Drug 2: C(=O)(N)NO. Cell line: PC-3. Synergy scores: CSS=23.3, Synergy_ZIP=-7.91, Synergy_Bliss=-3.72, Synergy_Loewe=-17.8, Synergy_HSA=-2.37. (4) Drug 1: C1CCC(CC1)NC(=O)N(CCCl)N=O. Drug 2: CC1=C(N=C(N=C1N)C(CC(=O)N)NCC(C(=O)N)N)C(=O)NC(C(C2=CN=CN2)OC3C(C(C(C(O3)CO)O)O)OC4C(C(C(C(O4)CO)O)OC(=O)N)O)C(=O)NC(C)C(C(C)C(=O)NC(C(C)O)C(=O)NCCC5=NC(=CS5)C6=NC(=CS6)C(=O)NCCC[S+](C)C)O. Cell line: UACC62. Synergy scores: CSS=15.1, Synergy_ZIP=-4.52, Synergy_Bliss=-0.283, Synergy_Loewe=-2.75, Synergy_HSA=0.405. (5) Drug 1: C1=CN(C(=O)N=C1N)C2C(C(C(O2)CO)O)O.Cl. Drug 2: C1CC(=O)NC(=O)C1N2C(=O)C3=CC=CC=C3C2=O. Cell line: A498. Synergy scores: CSS=8.96, Synergy_ZIP=0.992, Synergy_Bliss=4.64, Synergy_Loewe=-12.3, Synergy_HSA=1.47. (6) Drug 1: C1=NC2=C(N=C(N=C2N1C3C(C(C(O3)CO)O)O)F)N. Drug 2: CCC1(CC2CC(C3=C(CCN(C2)C1)C4=CC=CC=C4N3)(C5=C(C=C6C(=C5)C78CCN9C7C(C=CC9)(C(C(C8N6C)(C(=O)OC)O)OC(=O)C)CC)OC)C(=O)OC)O.OS(=O)(=O)O. Cell line: HT29. Synergy scores: CSS=5.06, Synergy_ZIP=-0.658, Synergy_Bliss=3.86, Synergy_Loewe=3.08, Synergy_HSA=1.30.